This data is from Forward reaction prediction with 1.9M reactions from USPTO patents (1976-2016). The task is: Predict the product of the given reaction. Given the reactants C(OC(=O)[NH:7][CH:8]1[CH2:13][CH2:12][N:11]([C:14]2[C:23]3[C:18](=[CH:19][C:20]([O:26][CH3:27])=[C:21]([O:24][CH3:25])[CH:22]=3)[N:17]=[CH:16][N:15]=2)[CH2:10][CH2:9]1)(C)(C)C.[C:29]([OH:35])([C:31]([F:34])([F:33])[F:32])=[O:30], predict the reaction product. The product is: [F:32][C:31]([F:34])([F:33])[C:29]([OH:35])=[O:30].[CH3:25][O:24][C:21]1[CH:22]=[C:23]2[C:18](=[CH:19][C:20]=1[O:26][CH3:27])[N:17]=[CH:16][N:15]=[C:14]2[N:11]1[CH2:10][CH2:9][CH:8]([NH2:7])[CH2:13][CH2:12]1.